From a dataset of Full USPTO retrosynthesis dataset with 1.9M reactions from patents (1976-2016). Predict the reactants needed to synthesize the given product. (1) The reactants are: I[C:2]1[C:6]([CH:7]=[O:8])=[CH:5][N:4]([CH:9]2[CH2:14][CH2:13][CH2:12][CH2:11][O:10]2)[N:3]=1.[CH:15]([C:17]1[CH:22]=[CH:21][C:20]([F:23])=[CH:19][CH:18]=1)=[CH2:16].C(=O)([O-])[O-].[K+].[K+]. Given the product [F:23][C:20]1[CH:21]=[CH:22][C:17](/[CH:15]=[CH:16]/[C:2]2[C:6]([CH:7]=[O:8])=[CH:5][N:4]([CH:9]3[CH2:14][CH2:13][CH2:12][CH2:11][O:10]3)[N:3]=2)=[CH:18][CH:19]=1, predict the reactants needed to synthesize it. (2) Given the product [F:41][C:35]1[CH:36]=[CH:37][C:38]([F:40])=[CH:39][C:34]=1[CH:30]1[CH2:31][CH2:32][CH2:33][N:29]1[C:26]1[CH:27]=[CH:28][C:23]2[N:24]([C:20]([C:12]3[CH:13]=[CH:14][C:9]([C:7]#[N:8])=[C:10]([F:18])[CH:11]=3)=[CH:21][N:22]=2)[N:25]=1, predict the reactants needed to synthesize it. The reactants are: C(=O)([O-])[O-].[Na+].[Na+].[C:7]([C:9]1[CH:14]=[CH:13][C:12](B(O)O)=[CH:11][C:10]=1[F:18])#[N:8].Br[C:20]1[N:24]2[N:25]=[C:26]([N:29]3[CH2:33][CH2:32][CH2:31][CH:30]3[C:34]3[CH:39]=[C:38]([F:40])[CH:37]=[CH:36][C:35]=3[F:41])[CH:27]=[CH:28][C:23]2=[N:22][CH:21]=1. (3) Given the product [I-:3].[CH2:62]([N:61]([C:4]1[CH:5]=[CH:6][C:7]2[NH:8][C:9]3[C:14]([SeH+:15][C:16]=2[CH:17]=1)=[CH:13][C:12]([N:31]([CH2:30][CH2:29][CH2:28][CH2:27][CH2:40][CH3:39])[CH2:32][CH2:37][CH2:36][CH2:35][CH2:34][CH3:33])=[CH:11][CH:10]=3)[CH2:55][CH2:56][CH2:57][CH2:58][CH2:59][CH3:60])[CH2:63][CH2:64][CH2:65][CH2:66][CH3:67], predict the reactants needed to synthesize it. The reactants are: O.[I-].[I:3][C:4]1[CH:5]=[C+:6][C:7]2[NH:8][C:9]3[C:14]([Se:15][C:16]=2[CH:17]=1)=[CH:13][C:12](I)=[CH:11][CH:10]=3.[I-].C(N([C:27]1[CH:28]=[CH:29][C:30]2[NH:31][C:32]3[C:37]([SeH+][C:39]=2[CH:40]=1)=[CH:36][C:35](N(CCC)CCC)=[CH:34][CH:33]=3)CCC)CC.C(N(CC)CC)C.[CH2:55]([NH:61][CH2:62][CH2:63][CH2:64][CH2:65][CH2:66][CH3:67])[CH2:56][CH2:57][CH2:58][CH2:59][CH3:60]. (4) Given the product [Cl:1][C:2]1[CH:3]=[C:4]([CH:18]=[C:19]([O:27][CH:28]2[CH2:32][CH2:31][CH2:30][CH2:29]2)[C:20]=1[O:21][CH:22]1[CH2:26][CH2:25][CH2:24][CH2:23]1)[C:5]([NH:7][C:8]1[CH:9]=[CH:10][C:11]([C:12]([OH:14])=[O:13])=[CH:16][CH:17]=1)=[O:6], predict the reactants needed to synthesize it. The reactants are: [Cl:1][C:2]1[CH:3]=[C:4]([CH:18]=[C:19]([O:27][CH:28]2[CH2:32][CH2:31][CH2:30][CH2:29]2)[C:20]=1[O:21][CH:22]1[CH2:26][CH2:25][CH2:24][CH2:23]1)[C:5]([NH:7][C:8]1[CH:17]=[CH:16][C:11]([C:12]([O:14]C)=[O:13])=[CH:10][CH:9]=1)=[O:6]. (5) Given the product [F:43][C:41]1[CH:40]=[C:4]([CH:3]=[C:2]([F:1])[CH:42]=1)[CH2:5][C@H:6]([C:25]([N:27]1[C@@H:31]([CH2:32][C:33]2[CH:34]=[CH:35][CH:36]=[CH:37][CH:38]=2)[CH2:30][O:29][C:28]1=[O:39])=[O:26])[C@@H:7]([C@H:9]1[CH2:13][C@@H:12]([O:14][CH2:15][CH:16]=[CH2:17])[CH2:11][N:10]1[C:18]([O:20][C:21]([CH3:24])([CH3:23])[CH3:22])=[O:19])[OH:8], predict the reactants needed to synthesize it. The reactants are: [F:1][C:2]1[CH:3]=[C:4]([CH:40]=[C:41]([F:43])[CH:42]=1)[CH2:5][C@H:6]([C:25]([N:27]1[C@@H:31]([CH2:32][C:33]2[CH:38]=[CH:37][CH:36]=[CH:35][CH:34]=2)[CH2:30][O:29][C:28]1=[O:39])=[O:26])[C@@H:7]([CH:9]1[CH2:13][CH:12]([O:14][CH2:15][CH:16]=[CH2:17])[CH2:11][N:10]1[C:18]([O:20][C:21]([CH3:24])([CH3:23])[CH3:22])=[O:19])[OH:8].C([C@H]1COC(=O)N1C(=O)CCC1C=C(F)C=C(F)C=1)C1C=CC=CC=1.B(OS(C(F)(F)F)(=O)=O)(CCCC)CCCC.CCN(C(C)C)C(C)C.C(O[C@H]1CN(C(OC(C)(C)C)=O)[C@@H](C=O)C1)C=C.